This data is from Full USPTO retrosynthesis dataset with 1.9M reactions from patents (1976-2016). The task is: Predict the reactants needed to synthesize the given product. (1) The reactants are: [C:1]([N:4]1[C:13]2[C:8](=[CH:9][C:10]([C:14]3[CH2:19][CH2:18][N:17](C(OC(C)(C)C)=O)[CH2:16][CH:15]=3)=[CH:11][CH:12]=2)[C@H:7]([NH:27][C:28]2[N:33]=[C:32]([CH3:34])[CH:31]=[CH:30][N:29]=2)[C@@H:6]([CH3:35])[C@@H:5]1[CH:36]1[CH2:38][CH2:37]1)(=[O:3])[CH3:2].Cl. Given the product [CH:36]1([C@H:5]2[C@H:6]([CH3:35])[C@@H:7]([NH:27][C:28]3[N:33]=[C:32]([CH3:34])[CH:31]=[CH:30][N:29]=3)[C:8]3[C:13](=[CH:12][CH:11]=[C:10]([C:14]4[CH2:19][CH2:18][NH:17][CH2:16][CH:15]=4)[CH:9]=3)[N:4]2[C:1](=[O:3])[CH3:2])[CH2:37][CH2:38]1, predict the reactants needed to synthesize it. (2) Given the product [OH:4][C:5]1[C:12]([OH:13])=[CH:11][C:8]([C:9]#[N:10])=[C:7]([S:17][C:18]2[CH:19]=[CH:20][C:21]([C:24]([F:27])([F:25])[F:26])=[CH:22][CH:23]=2)[C:6]=1[C:28]#[N:29], predict the reactants needed to synthesize it. The reactants are: C([O:4][C:5]1[C:12]([O:13]C(C)C)=[CH:11][C:8]([C:9]#[N:10])=[C:7]([S:17][C:18]2[CH:23]=[CH:22][C:21]([C:24]([F:27])([F:26])[F:25])=[CH:20][CH:19]=2)[C:6]=1[C:28]#[N:29])(C)C.B(Br)(Br)Br.CO. (3) The reactants are: [CH:1]1([C:4]2([OH:18])[CH2:9][CH2:8][N:7](C(OC(C)(C)C)=O)[CH2:6][CH:5]2[F:17])[CH2:3][CH2:2]1.[F:19][C:20]([F:25])([F:24])[C:21]([OH:23])=[O:22]. Given the product [F:19][C:20]([F:25])([F:24])[C:21]([OH:23])=[O:22].[CH:1]1([C:4]2([OH:18])[CH2:9][CH2:8][NH:7][CH2:6][CH:5]2[F:17])[CH2:3][CH2:2]1, predict the reactants needed to synthesize it. (4) Given the product [CH2:1]([N:5]1[C:9](=[O:10])[N:8]([C:11]2[CH:12]=[CH:13][C:14]([N:17]3[CH2:18][CH2:19][N:20]([C:23]4[CH:24]=[CH:25][C:26]([OH:29])=[CH:27][CH:28]=4)[CH2:21][CH2:22]3)=[CH:15][CH:16]=2)[CH:7]=[N:6]1)[CH2:2][CH2:3][CH3:4], predict the reactants needed to synthesize it. The reactants are: [CH2:1]([N:5]1[C:9](=[O:10])[N:8]([C:11]2[CH:16]=[CH:15][C:14]([N:17]3[CH2:22][CH2:21][N:20]([C:23]4[CH:28]=[CH:27][C:26]([O:29]C)=[CH:25][CH:24]=4)[CH2:19][CH2:18]3)=[CH:13][CH:12]=2)[CH:7]=[N:6]1)[CH2:2][CH2:3][CH3:4]. (5) Given the product [O:17]=[C:15]([N:25]1[CH2:26][CH2:27][CH:28]([C:31]2[O:32][C:33]([C:36]3[CH:41]=[N:40][CH:39]=[CH:38][N:37]=3)=[N:34][N:35]=2)[CH2:29][CH2:30]1)[CH2:14][CH2:13][CH2:12][C:4]1[NH:3][C:2](=[O:1])[C:11]2[C:6](=[CH:7][CH:8]=[CH:9][CH:10]=2)[N:5]=1, predict the reactants needed to synthesize it. The reactants are: [O:1]=[C:2]1[C:11]2[C:6](=[CH:7][CH:8]=[CH:9][CH:10]=2)[N:5]=[C:4]([CH2:12][CH2:13][CH2:14][C:15]([OH:17])=O)[NH:3]1.FC(F)(F)C(O)=O.[NH:25]1[CH2:30][CH2:29][CH:28]([C:31]2[O:32][C:33]([C:36]3[CH:41]=[N:40][CH:39]=[CH:38][N:37]=3)=[N:34][N:35]=2)[CH2:27][CH2:26]1. (6) Given the product [CH2:1]([O:19][CH:20]([CH2:23][O:24][CH2:25][CH2:26][CH2:27][CH2:28][CH2:29][CH2:30][CH2:31][CH2:32]/[CH:33]=[CH:34]\[CH2:35]/[CH:36]=[CH:37]\[CH2:38][CH2:39][CH2:40][CH2:41][CH3:42])[CH:21]=[O:22])[CH2:2][CH2:3][CH2:4][CH2:5][CH2:6][CH2:7][CH2:8]/[CH:9]=[CH:10]\[CH2:11]/[CH:12]=[CH:13]\[CH2:14][CH2:15][CH2:16][CH2:17][CH3:18], predict the reactants needed to synthesize it. The reactants are: [CH2:1]([O:19][CH:20]([CH2:23][O:24][CH2:25][CH2:26][CH2:27][CH2:28][CH2:29][CH2:30][CH2:31][CH2:32]/[CH:33]=[CH:34]\[CH2:35]/[CH:36]=[CH:37]\[CH2:38][CH2:39][CH2:40][CH2:41][CH3:42])[CH2:21][OH:22])[CH2:2][CH2:3][CH2:4][CH2:5][CH2:6][CH2:7][CH2:8]/[CH:9]=[CH:10]\[CH2:11]/[CH:12]=[CH:13]\[CH2:14][CH2:15][CH2:16][CH2:17][CH3:18].C1C=C[NH+]=CC=1.[O-][Cr](Cl)(=O)=O.C(=O)([O-])[O-].[Na+].[Na+]. (7) Given the product [CH2:11]([O:13][C:14](=[O:19])[C:15]([F:17])([F:16])[O:10][C:7]1[CH:8]=[CH:9][C:4]([F:3])=[CH:5][CH:6]=1)[CH3:12], predict the reactants needed to synthesize it. The reactants are: [H-].[Na+].[F:3][C:4]1[CH:9]=[CH:8][C:7]([OH:10])=[CH:6][CH:5]=1.[CH2:11]([O:13][C:14](=[O:19])[C:15](Br)([F:17])[F:16])[CH3:12]. (8) Given the product [C:14]([C:12]1[C:11]([CH2:23][CH2:24][CH:25]=[O:26])([C:17]2[CH:18]=[CH:19][CH:20]=[CH:21][CH:22]=2)[CH:8]2[CH2:9][O:10][C:5]3[CH:4]=[CH:3][C:2]([Cl:1])=[CH:27][C:6]=3[N:7]2[N:13]=1)(=[O:16])[CH3:15], predict the reactants needed to synthesize it. The reactants are: [Cl:1][C:2]1[CH:3]=[CH:4][C:5]2[O:10][CH2:9][CH:8]3[C:11]([CH2:23][CH2:24][CH2:25][OH:26])([C:17]4[CH:22]=[CH:21][CH:20]=[CH:19][CH:18]=4)[C:12]([C:14](=[O:16])[CH3:15])=[N:13][N:7]3[C:6]=2[CH:27]=1.CC(OI1(OC(C)=O)(OC(C)=O)OC(=O)C2C=CC=CC1=2)=O.S([O-])([O-])(=O)=S.[Na+].[Na+].C([O-])(O)=O.[Na+]. (9) Given the product [C:1]([O:5][C:6]([N:8]1[C:12]2[CH:13]=[C:14]([CH2:16][N:30]3[CH2:35][CH2:34][CH2:33][CH2:32][CH2:31]3)[S:15][C:11]=2[C:10]([I:22])=[N:9]1)=[O:7])([CH3:4])([CH3:3])[CH3:2], predict the reactants needed to synthesize it. The reactants are: [C:1]([O:5][C:6]([N:8]1[C:12]2[CH:13]=[C:14]([CH2:16]OS(C)(=O)=O)[S:15][C:11]=2[C:10]([I:22])=[N:9]1)=[O:7])([CH3:4])([CH3:3])[CH3:2].C(N(CC)CC)C.[NH:30]1[CH2:35][CH2:34][CH2:33][CH2:32][CH2:31]1. (10) The reactants are: C[Al](C)C.[CH3:5][N:6]([CH3:12])[C:7](=[O:11])[CH2:8][NH:9][CH3:10].[C:13]([C:15]1[C:20]2[N:21]=[C:22]([C:24](OCC)=[O:25])[O:23][C:19]=2[C:18]([F:29])=[C:17]([C:30]2[CH:35]=[CH:34][CH:33]=[CH:32][CH:31]=2)[C:16]=1[CH3:36])#[N:14].Cl. Given the product [C:13]([C:15]1[C:20]2[N:21]=[C:22]([C:24]([N:9]([CH2:8][C:7]([N:6]([CH3:12])[CH3:5])=[O:11])[CH3:10])=[O:25])[O:23][C:19]=2[C:18]([F:29])=[C:17]([C:30]2[CH:31]=[CH:32][CH:33]=[CH:34][CH:35]=2)[C:16]=1[CH3:36])#[N:14], predict the reactants needed to synthesize it.